This data is from Full USPTO retrosynthesis dataset with 1.9M reactions from patents (1976-2016). The task is: Predict the reactants needed to synthesize the given product. Given the product [Br:21][C:14](=[C:11]1[CH2:10][CH2:9][N:8]([C:6](=[O:7])[C:35]([C:26]2[C:25]3[C:29](=[C:30]([O:33][CH3:34])[N:31]=[CH:32][C:24]=3[O:23][CH3:22])[NH:28][CH:27]=2)=[O:39])[CH2:13][CH2:12]1)[C:15]1[CH:16]=[CH:17][CH:18]=[CH:19][CH:20]=1, predict the reactants needed to synthesize it. The reactants are: C(O[C:6]([N:8]1[CH2:13][CH2:12][C:11](=[C:14]([Br:21])[C:15]2[CH:20]=[CH:19][CH:18]=[CH:17][CH:16]=2)[CH2:10][CH2:9]1)=[O:7])(C)(C)C.[CH3:22][O:23][C:24]1[CH:32]=[N:31][C:30]([O:33][CH3:34])=[C:29]2[C:25]=1[C:26]([C:35](=[O:39])C(O)=O)=[CH:27][NH:28]2.CCN(C(C)C)C(C)C.C1N(P(Cl)(N2C(=O)OCC2)=O)C(=O)OC1.